Task: Predict the reaction yield, written as a fraction of the theoretical maximum amount of product (1.0 means a 100% yield; for example, 0.34 means a 34% yield).. Dataset: Reaction yield outcomes from USPTO patents with 853,638 reactions (1) The reactants are [CH3:1][O:2][C:3]([C:5]1[CH:13]=[CH:12][C:8]([C:9]([OH:11])=O)=[C:7]([N+:14]([O-:16])=[O:15])[CH:6]=1)=[O:4].S(Cl)(Cl)=O.[F:21][C:22]1[CH:23]=[C:24]([CH:36]=[C:37]([F:39])[CH:38]=1)[CH2:25][C:26]1[CH:27]=[C:28]2[C:32](=[CH:33][CH:34]=1)[NH:31][N:30]=[C:29]2[NH2:35]. The catalyst is C1COCC1.N1C=CC=CC=1. The product is [F:21][C:22]1[CH:23]=[C:24]([CH:36]=[C:37]([F:39])[CH:38]=1)[CH2:25][C:26]1[CH:27]=[C:28]2[C:32](=[CH:33][CH:34]=1)[NH:31][N:30]=[C:29]2[NH:35][C:9]([C:8]1[CH:12]=[CH:13][C:5]([C:3]([O:2][CH3:1])=[O:4])=[CH:6][C:7]=1[N+:14]([O-:16])=[O:15])=[O:11]. The yield is 0.650. (2) The reactants are [CH3:1][C:2]([O:4][C:5]([CH3:7])=[O:6])=O.[N+:8]([C:11]1[C:12]([N:21]2[CH2:26][CH2:25][CH2:24][C@H:23]([NH:27][C:28](=[O:34])[O:29][C:30]([CH3:33])([CH3:32])[CH3:31])[CH2:22]2)=[C:13]2[CH2:20]CC[C:14]2=[N+:15]([O-])[CH:16]=1)([O-:10])=[O:9]. No catalyst specified. The product is [C:5]([O:4][CH:2]1[C:14]2=[N:15][CH:16]=[C:11]([N+:8]([O-:10])=[O:9])[C:12]([N:21]3[CH2:26][CH2:25][CH2:24][C@H:23]([NH:27][C:28]([O:29][C:30]([CH3:33])([CH3:31])[CH3:32])=[O:34])[CH2:22]3)=[C:13]2[CH2:20][CH2:1]1)(=[O:6])[CH3:7]. The yield is 0.220. (3) The reactants are [Br:1][C:2]1[CH:3]=[C:4]([C:7]([OH:9])=[O:8])[S:5][CH:6]=1.S(=O)(=O)(O)O.[CH3:15]O. No catalyst specified. The product is [Br:1][C:2]1[CH:3]=[C:4]([C:7]([O:9][CH3:15])=[O:8])[S:5][CH:6]=1. The yield is 0.970. (4) The reactants are [NH2:1][C:2]1[CH:7]=[CH:6][C:5]([CH:8]2[CH2:11][N:10]([C:12]([O:14][C:15]([CH3:18])([CH3:17])[CH3:16])=[O:13])[CH2:9]2)=[CH:4][CH:3]=1.Br[C:20]1[C:21](=[O:28])[N:22]([CH3:27])[CH:23]=[C:24]([Br:26])[N:25]=1.C(N(CC)CC)C. The catalyst is C(O)(C)C. The product is [Br:26][C:24]1[N:25]=[C:20]([NH:1][C:2]2[CH:3]=[CH:4][C:5]([CH:8]3[CH2:9][N:10]([C:12]([O:14][C:15]([CH3:18])([CH3:17])[CH3:16])=[O:13])[CH2:11]3)=[CH:6][CH:7]=2)[C:21](=[O:28])[N:22]([CH3:27])[CH:23]=1. The yield is 0.660. (5) The reactants are [C:1]([O:5][C:6](=[O:19])[NH:7][CH2:8][CH2:9][CH2:10][CH2:11][C:12]1[CH:17]=[CH:16][C:15]([NH2:18])=[CH:14][CH:13]=1)([CH3:4])([CH3:3])[CH3:2].C(N(CC)CC)C.[CH3:27][S:28](Cl)(=[O:30])=[O:29]. The catalyst is C1COCC1.CN(C)C1C=CN=CC=1. The product is [C:1]([O:5][C:6](=[O:19])[NH:7][CH2:8][CH2:9][CH2:10][CH2:11][C:12]1[CH:13]=[CH:14][C:15]([N:18]([S:28]([CH3:27])(=[O:30])=[O:29])[S:28]([CH3:27])(=[O:30])=[O:29])=[CH:16][CH:17]=1)([CH3:4])([CH3:2])[CH3:3]. The yield is 0.830. (6) The reactants are Br[C:2]1[S:6][C:5]([C:7]([N:9]([C:11]2[CH:16]=[CH:15][CH:14]=[C:13]([O:17][CH3:18])[CH:12]=2)[CH3:10])=[O:8])=[CH:4][CH:3]=1.[C:19]1(B(O)O)[CH:24]=[CH:23][CH:22]=[CH:21][CH:20]=1. The catalyst is [Pd].C1(P(C2C=CC=CC=2)C2C=CC=CC=2)C=CC=CC=1.C1(P(C2C=CC=CC=2)C2C=CC=CC=2)C=CC=CC=1.C1(P(C2C=CC=CC=2)C2C=CC=CC=2)C=CC=CC=1.C1(P(C2C=CC=CC=2)C2C=CC=CC=2)C=CC=CC=1. The product is [CH3:18][O:17][C:13]1[CH:12]=[C:11]([N:9]([CH3:10])[C:7]([C:5]2[S:6][C:2]([C:19]3[CH:24]=[CH:23][CH:22]=[CH:21][CH:20]=3)=[CH:3][CH:4]=2)=[O:8])[CH:16]=[CH:15][CH:14]=1. The yield is 0.940. (7) The reactants are Br[C:2]1[C:7]2[S:8][CH:9]=[CH:10][C:6]=2[CH:5]=[CH:4][CH:3]=1.[Cl:11][C:12]1[CH:17]=[C:16](B2OC(C)(C)C(C)(C)O2)[CH:15]=[CH:14][N:13]=1.C(=O)([O-])[O-].[Na+].[Na+].C1COCC1. The catalyst is C(Cl)(Cl)Cl.C(O)(C)C.C1C=CC(P(C2C=CC=CC=2)[C-]2C=CC=C2)=CC=1.C1C=CC(P(C2C=CC=CC=2)[C-]2C=CC=C2)=CC=1.Cl[Pd]Cl.[Fe+2].C(P(C(C)(C)C)C1C=CC=CC=1C1C=CC=CC=1)(C)(C)C. The product is [S:8]1[CH:9]=[CH:10][C:6]2[CH:5]=[CH:4][CH:3]=[C:2]([C:16]3[CH:15]=[CH:14][N:13]=[C:12]([Cl:11])[CH:17]=3)[C:7]1=2. The yield is 0.660. (8) The reactants are [CH:1]1([CH2:4][O:5][NH:6][C:7]([C:9]2[C:22]([NH:23][C:24]3[CH:29]=[CH:28][C:27]([Br:30])=[CH:26][C:25]=3[CH3:31])=[C:21]([F:32])[C:12]3[N:13]=[CH:14][N:15]([CH2:16][CH2:17][CH2:18][CH:19]=O)[C:11]=3[CH:10]=2)=[O:8])[CH2:3][CH2:2]1.[CH3:33][N:34]1[CH2:39][CH2:38][NH:37][CH2:36][CH2:35]1.CC(O)=O.C(O[BH-](OC(=O)C)OC(=O)C)(=O)C.C[N+](C)(C)C. The catalyst is CC#N.C(OCC)(=O)C. The product is [CH:1]1([CH2:4][O:5][NH:6][C:7]([C:9]2[C:22]([NH:23][C:24]3[CH:29]=[CH:28][C:27]([Br:30])=[CH:26][C:25]=3[CH3:31])=[C:21]([F:32])[C:12]3[N:13]=[CH:14][N:15]([CH2:16][CH2:17][CH2:18][CH2:19][N:37]4[CH2:38][CH2:39][N:34]([CH3:33])[CH2:35][CH2:36]4)[C:11]=3[CH:10]=2)=[O:8])[CH2:2][CH2:3]1. The yield is 0.690. (9) The reactants are C(OC(N1CCC(CO)C1)=O)(C)(C)C.[C:15]([O:19][C:20]([N:22]1[CH2:27][CH2:26]C[CH:24]([CH2:28][O:29][C:30]2[CH:35]=[CH:34][CH:33]=[CH:32][C:31]=2[Cl:36])[CH2:23]1)=[O:21])([CH3:18])([CH3:17])[CH3:16]. The yield is 0.780. The product is [C:15]([O:19][C:20]([N:22]1[CH2:27][CH2:26][CH:24]([CH2:28][O:29][C:30]2[CH:35]=[CH:34][CH:33]=[CH:32][C:31]=2[Cl:36])[CH2:23]1)=[O:21])([CH3:16])([CH3:17])[CH3:18]. No catalyst specified. (10) The reactants are [Cl:1][C:2]1[CH:3]=[C:4]([CH:7]=[C:8]([OH:11])[C:9]=1[OH:10])[CH:5]=[O:6].[C:12]([O-])([O-])=O.[Cs+].[Cs+].O. The catalyst is CN(C=O)C. The product is [Cl:1][C:2]1[C:9]2[O:10][CH2:12][O:11][C:8]=2[CH:7]=[C:4]([CH:5]=[O:6])[CH:3]=1. The yield is 0.700.